This data is from Catalyst prediction with 721,799 reactions and 888 catalyst types from USPTO. The task is: Predict which catalyst facilitates the given reaction. (1) Reactant: [Cl:1][C:2]1[CH:7]=[CH:6][CH:5]=[CH:4][C:3]=1[N:8]1[C:12]([NH2:13])=[CH:11][C:10]([C:14]([F:17])([F:16])[F:15])=[N:9]1.[I:18][C:19]1[CH:29]=[CH:28][CH:27]=[C:21]2[C:22]([O:24][C:25](=O)[C:20]=12)=[O:23].O. Product: [Cl:1][C:2]1[CH:7]=[CH:6][CH:5]=[CH:4][C:3]=1[N:8]1[C:12]([N:13]2[C:25](=[O:24])[C:20]3[C:21](=[CH:27][CH:28]=[CH:29][C:19]=3[I:18])[C:22]2=[O:23])=[CH:11][C:10]([C:14]([F:17])([F:15])[F:16])=[N:9]1. The catalyst class is: 15. (2) Reactant: [CH3:1][O:2][C:3]1[CH:8]=[CH:7][C:6]([C:9]2[C:13]([C:14]([OH:16])=O)=[CH:12][O:11][N:10]=2)=[CH:5][CH:4]=1.C(N(C(C)C)C(C)C)C.CN(C(ON1N=NC2C=CC=CC1=2)=[N+](C)C)C.[B-](F)(F)(F)F.[CH3:48][CH:49]1[NH:53][CH2:52][C:51]([C:55]2[CH:60]=[CH:59][CH:58]=[CH:57][CH:56]=2)([OH:54])[CH2:50]1. Product: [CH3:1][O:2][C:3]1[CH:4]=[CH:5][C:6]([C:9]2[C:13]([C:14]([N:53]3[CH:49]([CH3:48])[CH2:50][C:51]([C:55]4[CH:60]=[CH:59][CH:58]=[CH:57][CH:56]=4)([OH:54])[CH2:52]3)=[O:16])=[CH:12][O:11][N:10]=2)=[CH:7][CH:8]=1. The catalyst class is: 3. (3) Reactant: [NH2:1][C:2]1[CH:29]=[CH:28][C:5]2[NH:6][C:7]3[N:8]([N:9]=[C:10]([C:15]4[CH:20]=[CH:19][C:18]([O:21][C:22]5[CH:27]=[CH:26][CH:25]=[CH:24][CH:23]=5)=[CH:17][CH:16]=4)[C:11]=3[C:12]([NH2:14])=[O:13])[C:4]=2[CH:3]=1.[C:30](Cl)(=[O:33])[CH:31]=[CH2:32]. Product: [C:30]([NH:1][C:2]1[CH:29]=[CH:28][C:5]2[NH:6][C:7]3[N:8]([N:9]=[C:10]([C:15]4[CH:16]=[CH:17][C:18]([O:21][C:22]5[CH:27]=[CH:26][CH:25]=[CH:24][CH:23]=5)=[CH:19][CH:20]=4)[C:11]=3[C:12]([NH2:14])=[O:13])[C:4]=2[CH:3]=1)(=[O:33])[CH:31]=[CH2:32]. The catalyst class is: 2. (4) Reactant: C1C=CC(P(C2C(C3C(P(C4C=CC=CC=4)C4C=CC=CC=4)=CC=C4C=3C=CC=C4)=C3C(C=CC=C3)=CC=2)C2C=CC=CC=2)=CC=1.[CH3:47][O:48][C:49]1[CH:50]=[CH:51][C:52]2[NH:58][C:57](=[O:59])[N:56]([CH:60]3[CH2:65][CH2:64][NH:63][CH2:62][CH2:61]3)[CH2:55][CH2:54][C:53]=2[CH:66]=1.Br[C:68]1[CH:69]=[C:70]([C:74]([N:76]2[C:84]3[C:79](=[CH:80][C:81]([F:85])=[CH:82][CH:83]=3)[CH2:78][CH2:77]2)=[O:75])[CH:71]=[CH:72][CH:73]=1.C(=O)([O-])[O-].[Cs+].[Cs+]. Product: [F:85][C:81]1[CH:80]=[C:79]2[C:84](=[CH:83][CH:82]=1)[N:76]([C:74]([C:70]1[CH:69]=[C:68]([N:63]3[CH2:64][CH2:65][CH:60]([N:56]4[CH2:55][CH2:54][C:53]5[CH:66]=[C:49]([O:48][CH3:47])[CH:50]=[CH:51][C:52]=5[NH:58][C:57]4=[O:59])[CH2:61][CH2:62]3)[CH:73]=[CH:72][CH:71]=1)=[O:75])[CH2:77][CH2:78]2. The catalyst class is: 160. (5) Reactant: C(O[C:6](=[O:29])[NH:7][CH2:8][C:9]1[CH:14]=[CH:13][CH:12]=[C:11]([C:15](=[O:28])[NH:16][C:17]2[CH:26]=[C:25]3[C:20]([CH2:21][CH2:22][N:23]([CH3:27])[CH2:24]3)=[CH:19][CH:18]=2)[CH:10]=1)(C)(C)C.[ClH:30].[O:31]1[CH2:36][CH2:35]OCC1.[CH3:37][CH2:38][CH2:39][CH2:40][CH2:41][CH3:42]. Product: [CH3:27][N:23]1[CH2:22][CH2:21][C:20]2[C:25](=[CH:26][C:17]([NH:16][C:15]([C:11]3[CH:10]=[C:9]([CH:14]=[CH:13][CH:12]=3)[CH2:8][NH:7][C:6]([C:39]3[CH:38]=[CH:37][C:42]([C:9]4[CH:10]=[CH:11][CH:35]=[C:36]([OH:31])[CH:8]=4)=[CH:41][CH:40]=3)=[O:29])=[O:28])=[CH:18][CH:19]=2)[CH2:24]1.[ClH:30].[ClH:30].[NH2:7][CH2:8][C:9]1[CH:10]=[C:11]([CH:12]=[CH:13][CH:14]=1)[C:15]([NH:16][C:17]1[CH:26]=[C:25]2[C:20]([CH2:21][CH2:22][N:23]([CH3:27])[CH2:24]2)=[CH:19][CH:18]=1)=[O:28]. The catalyst class is: 158. (6) Reactant: [CH3:1][N:2]1[C:6]([C:7](Cl)=[O:8])=[C:5]([C:10]2[CH:15]=[CH:14][CH:13]=[CH:12][CH:11]=2)[N:4]=[CH:3]1.C1(C)C=CC(S(O)(=O)=O)=CC=1.[NH2:27][CH:28]([C:31]#[N:32])[C:29]#[N:30].O. Product: [CH3:7][CH2:6][CH2:5][CH:10]([CH3:15])[CH3:11].[NH2:32][C:31]1[O:8][C:7]([C:6]2[N:2]([CH3:1])[CH:3]=[N:4][C:5]=2[C:10]2[CH:15]=[CH:14][CH:13]=[CH:12][CH:11]=2)=[N:27][C:28]=1[C:29]#[N:30]. The catalyst class is: 37. (7) Reactant: Cl.[CH3:2][O:3][C:4]1[CH:5]=[C:6]([C:12]2[C@@H:21]3[C@@H:16]([CH2:17][CH2:18][CH2:19][CH2:20]3)[C:15](=[O:22])[N:14]([CH:23]3[CH2:28][CH2:27][NH:26][CH2:25][CH2:24]3)[N:13]=2)[CH:7]=[CH:8][C:9]=1[O:10][CH3:11].[C:29]([O:33][C:34]([NH:36][C@@H:37]([C:46](O)=[O:47])[CH2:38][C:39]1[CH:44]=[CH:43][C:42]([OH:45])=[CH:41][CH:40]=1)=[O:35])([CH3:32])([CH3:31])[CH3:30].CCOC(C(C#N)=NOC(N1CCOCC1)=[N+](C)C)=O.F[P-](F)(F)(F)(F)F.CCN(C(C)C)C(C)C.C(=O)(O)[O-].[Na+]. Product: [CH3:2][O:3][C:4]1[CH:5]=[C:6]([C:12]2[C@@H:21]3[C@@H:16]([CH2:17][CH2:18][CH2:19][CH2:20]3)[C:15](=[O:22])[N:14]([CH:23]3[CH2:24][CH2:25][N:26]([C:46](=[O:47])[C@H:37]([NH:36][C:34](=[O:35])[O:33][C:29]([CH3:30])([CH3:31])[CH3:32])[CH2:38][C:39]4[CH:40]=[CH:41][C:42]([OH:45])=[CH:43][CH:44]=4)[CH2:27][CH2:28]3)[N:13]=2)[CH:7]=[CH:8][C:9]=1[O:10][CH3:11]. The catalyst class is: 2.